From a dataset of Catalyst prediction with 721,799 reactions and 888 catalyst types from USPTO. Predict which catalyst facilitates the given reaction. Reactant: [F:1][C:2]1[CH:7]=[CH:6][CH:5]=[C:4]([F:8])[C:3]=1[N:9]1[C:17]2[CH:16]=[CH:15][NH:14][C:13](=[O:18])[C:12]=2[C:11]([C:19]2[CH:20]=[C:21]([C:24](O)=[O:25])[S:22][CH:23]=2)=[N:10]1.CC[N:29]=C=NCCCN(C)C.Cl. The catalyst class is: 287. Product: [F:8][C:4]1[CH:5]=[CH:6][CH:7]=[C:2]([F:1])[C:3]=1[N:9]1[C:17]2[CH:16]=[CH:15][NH:14][C:13](=[O:18])[C:12]=2[C:11]([C:19]2[CH:20]=[C:21]([C:24]([NH2:29])=[O:25])[S:22][CH:23]=2)=[N:10]1.